Task: Predict the reaction yield, written as a fraction of the theoretical maximum amount of product (1.0 means a 100% yield; for example, 0.34 means a 34% yield).. Dataset: Reaction yield outcomes from USPTO patents with 853,638 reactions (1) The reactants are [Br:1][C:2]1[CH:7]=[C:6]([S:8][C:9]2[CH:14]=[CH:13][C:12]([Cl:15])=[CH:11][CH:10]=2)[CH:5]=[CH:4][C:3]=1[CH2:16][OH:17].C(N(C(C)C)CC)(C)C.[CH3:27][O:28][CH2:29]Cl. The catalyst is C(Cl)Cl. The product is [Br:1][C:2]1[CH:7]=[C:6]([S:8][C:9]2[CH:14]=[CH:13][C:12]([Cl:15])=[CH:11][CH:10]=2)[CH:5]=[CH:4][C:3]=1[CH2:16][O:17][CH2:27][O:28][CH3:29]. The yield is 0.700. (2) The reactants are C(O)=O.[Cl:4][C:5]1[C:6]([C:17]2[N:21]([CH3:22])[C:20]3[CH:23]=[CH:24][CH:25]=[CH:26][C:19]=3[N:18]=2)=[N:7][C:8]([N:11]2[CH2:16][CH2:15][NH:14][CH2:13][CH2:12]2)=[CH:9][CH:10]=1.CCN(C(C)C)C(C)C.[C:36](Cl)(=[O:38])[CH3:37]. The catalyst is C(Cl)Cl. The product is [C:36]([N:14]1[CH2:13][CH2:12][N:11]([C:8]2[N:7]=[C:6]([C:17]3[N:21]([CH3:22])[C:20]4[CH:23]=[CH:24][CH:25]=[CH:26][C:19]=4[N:18]=3)[C:5]([Cl:4])=[CH:10][CH:9]=2)[CH2:16][CH2:15]1)(=[O:38])[CH3:37]. The yield is 0.290. (3) The reactants are [Cl:1][C:2]1[NH:7][C:6](=[O:8])[NH:5][C:4](=[O:9])[CH:3]=1.[H-].[Na+].[Br-].[Li+].Br[CH2:15][C:16]1[C:17]([C:22]#[N:23])=[CH:18][CH:19]=[CH:20][CH:21]=1. The catalyst is CN(C=O)C.CS(C)=O.CN(C=O)C. The product is [Cl:1][C:2]1[N:7]([CH2:15][C:16]2[CH:21]=[CH:20][CH:19]=[CH:18][C:17]=2[C:22]#[N:23])[C:6](=[O:8])[NH:5][C:4](=[O:9])[CH:3]=1. The yield is 0.540. (4) The reactants are [CH:1]1([CH2:6][C@H:7]([C:11]2[CH:16]=[CH:15][C:14]([Cl:17])=[C:13]([Cl:18])[CH:12]=2)[C:8]([OH:10])=O)[CH2:5][CH2:4][CH2:3][CH2:2]1.C(Cl)(=O)C(Cl)=O.[NH2:25][C:26]1[CH:31]=[CH:30][N:29]=[CH:28][N:27]=1.N1C=CC=CC=1. The catalyst is C(Cl)Cl.CN(C)C=O.O1CCCC1.O. The product is [CH:1]1([CH2:6][C@H:7]([C:11]2[CH:16]=[CH:15][C:14]([Cl:17])=[C:13]([Cl:18])[CH:12]=2)[C:8]([NH:25][C:26]2[CH:31]=[CH:30][N:29]=[CH:28][N:27]=2)=[O:10])[CH2:2][CH2:3][CH2:4][CH2:5]1. The yield is 0.600. (5) The reactants are [CH3:1][C:2]1[N:7]=[C:6]([C:8]([OH:10])=O)[CH:5]=[CH:4][C:3]=1[N+:11]([O-:13])=[O:12].[N:14]1([CH2:20][CH2:21][NH2:22])[CH2:19][CH2:18][O:17][CH2:16][CH2:15]1.CN(C(ON1N=NC2C=CC=CC1=2)=[N+](C)C)C.[B-](F)(F)(F)F.CCN(C(C)C)C(C)C. The catalyst is C(Cl)Cl. The product is [CH3:1][C:2]1[N:7]=[C:6]([C:8]([NH:22][CH2:21][CH2:20][N:14]2[CH2:19][CH2:18][O:17][CH2:16][CH2:15]2)=[O:10])[CH:5]=[CH:4][C:3]=1[N+:11]([O-:13])=[O:12]. The yield is 0.300. (6) The reactants are Cl[C:2]1[N:7]=[CH:6][C:5]2[C:8]([S:14]([CH3:17])(=[O:16])=[O:15])=[CH:9][N:10]([CH:11]([CH3:13])[CH3:12])[C:4]=2[CH:3]=1.[CH3:18][O:19][CH:20]1[CH2:25][CH2:24][N:23]([C:26]2[N:31]=[C:30]([NH2:32])[CH:29]=[CH:28][N:27]=2)[CH2:22][CH2:21]1.CC(C)([O-])C.[Na+]. The catalyst is C(O)(C)(C)C. The product is [CH:11]([N:10]1[C:4]2[CH:3]=[C:2]([NH:32][C:30]3[CH:29]=[CH:28][N:27]=[C:26]([N:23]4[CH2:22][CH2:21][CH:20]([O:19][CH3:18])[CH2:25][CH2:24]4)[N:31]=3)[N:7]=[CH:6][C:5]=2[C:8]([S:14]([CH3:17])(=[O:16])=[O:15])=[CH:9]1)([CH3:13])[CH3:12]. The yield is 0.100.